From a dataset of Reaction yield outcomes from USPTO patents with 853,638 reactions. Predict the reaction yield, written as a fraction of the theoretical maximum amount of product (1.0 means a 100% yield; for example, 0.34 means a 34% yield). (1) The reactants are C([Mg]Cl)(C)C.Br[C:7]1[CH:8]=[C:9]([C:13]#[N:14])[S:10][C:11]=1[Cl:12].C[O:16][S:17]([C:19]1[CH:24]=[CH:23][CH:22]=[C:21]([Br:25])[CH:20]=1)=O.[Cl-].[NH4+]. The catalyst is C1COCC1.C(OCC)(=O)C. The product is [Br:25][C:21]1[CH:20]=[C:19]([S:17]([C:7]2[CH:8]=[C:9]([C:13]#[N:14])[S:10][C:11]=2[Cl:12])=[O:16])[CH:24]=[CH:23][CH:22]=1. The yield is 0.850. (2) The catalyst is CC(N(C)C)=O. The product is [Cl:1][C:2]1[CH:3]=[C:4]([C:29]([NH:71][C@@H:70]2[CH2:65][CH2:66][S:67][C:68]2=[O:69])=[O:31])[CH:5]=[N:6][C:7]=1[NH:8][NH:9][C:10]([NH:12][CH:13]1[C:19]2[CH:20]=[N:21][CH:22]=[CH:23][C:18]=2[CH2:17][CH2:16][C:15]2[C:24]([F:28])=[CH:25][CH:26]=[CH:27][C:14]1=2)=[O:11]. The yield is 0.240. The reactants are [Cl:1][C:2]1[CH:3]=[C:4]([C:29]([OH:31])=O)[CH:5]=[N:6][C:7]=1[NH:8][NH:9][C:10]([NH:12][CH:13]1[C:19]2[CH:20]=[N:21][CH:22]=[CH:23][C:18]=2[CH2:17][CH2:16][C:15]2[C:24]([F:28])=[CH:25][CH:26]=[CH:27][C:14]1=2)=[O:11].CN(C(ON1N=NC2C=CC=NC1=2)=[N+](C)C)C.F[P-](F)(F)(F)(F)F.CCN(C(C)C)C(C)C.[CH2:65]1[C@@H:70]([NH2:71])[C:68](=[O:69])[S:67][CH2:66]1.Cl. (3) The reactants are [Cl:1][C:2]1[C:7]2[N:8]=[C:9]([NH2:11])[S:10][C:6]=2[CH:5]=[CH:4][CH:3]=1.[C:12](N1C=CN=C1)([N:14]1[CH:18]=[CH:17][N:16]=[CH:15]1)=[S:13]. The catalyst is C(#N)C. The product is [Cl:1][C:2]1[C:7]2[N:8]=[C:9]([NH:11][C:12]([N:14]3[CH:18]=[CH:17][N:16]=[CH:15]3)=[S:13])[S:10][C:6]=2[CH:5]=[CH:4][CH:3]=1. The yield is 0.185.